Task: Regression. Given a peptide amino acid sequence and an MHC pseudo amino acid sequence, predict their binding affinity value. This is MHC class I binding data.. Dataset: Peptide-MHC class I binding affinity with 185,985 pairs from IEDB/IMGT (1) The peptide sequence is YTYSGLFCV. The MHC is HLA-A68:02 with pseudo-sequence HLA-A68:02. The binding affinity (normalized) is 0.893. (2) The peptide sequence is LIMFEQYFIY. The MHC is HLA-A11:01 with pseudo-sequence HLA-A11:01. The binding affinity (normalized) is 0.547. (3) The peptide sequence is ALFDRPAFK. The MHC is HLA-B27:05 with pseudo-sequence HLA-B27:05. The binding affinity (normalized) is 0.0847. (4) The binding affinity (normalized) is 0. The MHC is HLA-B18:01 with pseudo-sequence HLA-B18:01. The peptide sequence is GGKKKYKL. (5) The peptide sequence is KFNPMKTYI. The MHC is HLA-B40:02 with pseudo-sequence HLA-B40:02. The binding affinity (normalized) is 0.